From a dataset of Reaction yield outcomes from USPTO patents with 853,638 reactions. Predict the reaction yield, written as a fraction of the theoretical maximum amount of product (1.0 means a 100% yield; for example, 0.34 means a 34% yield). (1) The reactants are [CH3:1][C:2]1[N:3]([C:7]2[CH:12]=[CH:11][C:10]([NH:13][C:14]([NH2:16])=[NH:15])=[CH:9][CH:8]=2)[CH:4]=[CH:5][N:6]=1.[C:17]1([CH:23]([CH3:30])[C:24](=O)[CH2:25][C:26](=O)[CH3:27])[CH:22]=[CH:21][CH:20]=[CH:19][CH:18]=1.[O-]CC.[Na+]. The catalyst is C(O)C. The product is [CH3:27][C:26]1[CH:25]=[C:24]([CH:23]([C:17]2[CH:22]=[CH:21][CH:20]=[CH:19][CH:18]=2)[CH3:30])[N:16]=[C:14]([NH:13][C:10]2[CH:9]=[CH:8][C:7]([N:3]3[CH:4]=[CH:5][N:6]=[C:2]3[CH3:1])=[CH:12][CH:11]=2)[N:15]=1. The yield is 0.0131. (2) The reactants are [CH3:1][C@H:2]1[C@@:11]2([CH3:27])[C@H:12]([O:22][C:23]([CH2:25][OH:26])=[O:24])[CH2:13][C@:14]([CH:20]=[CH2:21])([CH3:19])[C@@H:15]([OH:18])[C@H:16]([CH3:17])[C@:5]3([C@@H:10]2[C:8](=[O:9])[CH2:7][CH2:6]3)[CH2:4][CH2:3]1.CCN(CC)CC.[CH3:35][S:36](Cl)(=[O:38])=[O:37]. The catalyst is C(C(C)=O)C(C)C. The product is [CH3:1][C@H:2]1[C@@:11]2([CH3:27])[C@H:12]([O:22][C:23]([CH2:25][OH:26])=[O:24])[CH2:13][C@:14]([CH:20]=[CH2:21])([CH3:19])[C@@H:15]([OH:18])[C@H:16]([CH3:17])[C@:5]3([C@@H:10]2[C:8](=[O:9])[CH2:7][CH2:6]3)[CH2:4][CH2:3]1.[S:36]([O-:38])(=[O:9])(=[O:37])[CH3:35]. The yield is 0.770. (3) The reactants are [F:1][C:2]1[CH:10]=[CH:9][C:5]([C:6](O)=[O:7])=[CH:4][CH:3]=1.Cl.[CH3:12][NH:13][O:14][CH3:15].CCN=C=NCCCN(C)C.C(N(C(C)C)CC)(C)C. The yield is 0.570. The product is [F:1][C:2]1[CH:10]=[CH:9][C:5]([C:6]([N:13]([O:14][CH3:15])[CH3:12])=[O:7])=[CH:4][CH:3]=1. The catalyst is ClCCl. (4) The reactants are [C:1]([C:3]1[CH:8]=[CH:7][CH:6]=[CH:5][C:4]=1[C:9]1[CH:14]=[CH:13][C:12]([CH2:15][C:16]2[C:17](=[O:39])[N:18]([C@H:28]3[CH2:33][CH2:32][C@H:31]([O:34][CH2:35][C:36](O)=[O:37])[CH2:30][CH2:29]3)[C:19]3[N:20]([N:25]=[CH:26][N:27]=3)[C:21]=2[CH2:22][CH2:23][CH3:24])=[CH:11][CH:10]=1)#[N:2].Cl.[CH3:41][O:42][NH:43][CH3:44].ON1C2C=CC=CC=2N=N1.Cl.C(N=C=NCCCN(C)C)C. The catalyst is C(OCC)(=O)C.CN(C)C=O.C(N(CC)CC)C. The product is [C:1]([C:3]1[CH:8]=[CH:7][CH:6]=[CH:5][C:4]=1[C:9]1[CH:14]=[CH:13][C:12]([CH2:15][C:16]2[C:17](=[O:39])[N:18]([C@H:28]3[CH2:29][CH2:30][C@H:31]([O:34][CH2:35][C:36]([N:43]([O:42][CH3:41])[CH3:44])=[O:37])[CH2:32][CH2:33]3)[C:19]3[N:20]([N:25]=[CH:26][N:27]=3)[C:21]=2[CH2:22][CH2:23][CH3:24])=[CH:11][CH:10]=1)#[N:2]. The yield is 0.770. (5) The reactants are [F:1][C:2]1[CH:3]=[C:4]([C:9]2[N:14]=[C:13]([C:15]([NH2:17])=[O:16])[C:12]([CH3:18])=[N:11][C:10]=2[CH3:19])[CH:5]=[CH:6][C:7]=1[OH:8].[F:20][C:21]([F:40])([F:39])[S:22](N(C1C=CC=CC=1)[S:22]([C:21]([F:40])([F:39])[F:20])(=[O:24])=[O:23])(=[O:24])=[O:23].C(=O)([O-])[O-].[K+].[K+]. The catalyst is C1COCC1. The product is [F:20][C:21]([F:40])([F:39])[S:22]([O:8][C:7]1[CH:6]=[CH:5][C:4]([C:9]2[C:10]([CH3:19])=[N:11][C:12]([CH3:18])=[C:13]([C:15](=[O:16])[NH2:17])[N:14]=2)=[CH:3][C:2]=1[F:1])(=[O:24])=[O:23]. The yield is 0.750.